From a dataset of Catalyst prediction with 721,799 reactions and 888 catalyst types from USPTO. Predict which catalyst facilitates the given reaction. (1) Reactant: [Br:1][C:2]1[CH:3]=[C:4]([O:11][C@@H:12]([C@H:14]2[CH2:18][N:17]([C@@H:19]([C:21]3[CH:26]=[CH:25][C:24]([O:27][CH3:28])=[CH:23][CH:22]=3)[CH3:20])[C:16](=[O:29])[CH2:15]2)[CH3:13])[C:5]2[N:6]([N:8]=[CH:9][CH:10]=2)[CH:7]=1.[Cl:30]N1C(=O)CCC1=O.[OH-].[Na+]. Product: [Br:1][C:2]1[CH:3]=[C:4]([O:11][C@@H:12]([C@H:14]2[CH2:18][N:17]([C@@H:19]([C:21]3[CH:22]=[CH:23][C:24]([O:27][CH3:28])=[CH:25][CH:26]=3)[CH3:20])[C:16](=[O:29])[CH2:15]2)[CH3:13])[C:5]2[N:6]([N:8]=[CH:9][C:10]=2[Cl:30])[CH:7]=1. The catalyst class is: 10. (2) Reactant: Cl[C:2]1[N:6]([CH3:7])[N:5]=[CH:4][C:3]=1[N+:8]([O-:10])=[O:9].[NH2:11][CH2:12][CH2:13][CH2:14][NH:15][C:16](=[O:22])[O:17][C:18]([CH3:21])([CH3:20])[CH3:19].CCN(C(C)C)C(C)C. Product: [CH3:7][N:6]1[C:2]([NH:11][CH2:12][CH2:13][CH2:14][NH:15][C:16](=[O:22])[O:17][C:18]([CH3:20])([CH3:19])[CH3:21])=[C:3]([N+:8]([O-:10])=[O:9])[CH:4]=[N:5]1. The catalyst class is: 14. (3) Reactant: P(Br)(Br)[Br:2].[NH:5]1[C:14]2[C:9](=[CH:10][CH:11]=[CH:12][N:13]=2)[CH:8]=[CH:7][C:6]1=O.C(=O)(O)[O-].[Na+]. Product: [Br:2][C:8]1[C:9]2[C:10](=[CH:11][CH:12]=[N:13][CH:14]=2)[N:5]=[CH:6][CH:7]=1. The catalyst class is: 3. (4) Reactant: I[C:2]1[C:7]([O:8][C:9]2[C:18]3[C:13](=[CH:14][C:15]([O:21][CH3:22])=[C:16]([O:19][CH3:20])[CH:17]=3)[N:12]=[CH:11][CH:10]=2)=[CH:6][CH:5]=[C:4]([CH3:23])[N:3]=1.[CH3:24][C:25]1[CH:26]=[C:27](B(O)O)[CH:28]=[CH:29][CH:30]=1.C(=O)([O-])O.[Na+]. Product: [CH3:20][O:19][C:16]1[CH:17]=[C:18]2[C:13](=[CH:14][C:15]=1[O:21][CH3:22])[N:12]=[CH:11][CH:10]=[C:9]2[O:8][C:7]1[C:2]([C:29]2[CH:30]=[C:25]([CH3:24])[CH:26]=[CH:27][CH:28]=2)=[N:3][C:4]([CH3:23])=[CH:5][CH:6]=1. The catalyst class is: 11. (5) Reactant: [N+:1]([C:4]1[CH:5]=[N:6][NH:7][CH:8]=1)([O-:3])=[O:2].Br[CH2:10][C:11]([O:13][CH3:14])=[O:12].C(=O)([O-])[O-].[K+].[K+]. Product: [N+:1]([C:4]1[CH:5]=[N:6][N:7]([CH2:10][C:11]([O:13][CH3:14])=[O:12])[CH:8]=1)([O-:3])=[O:2]. The catalyst class is: 21. (6) Reactant: [NH2:1][C:2]1[N:10]=[CH:9][N:8]=[C:7]2[C:3]=1[N:4]=[C:5]([S:18][C:19]1[CH:24]=[C:23]([O:25][CH3:26])[CH:22]=[CH:21][C:20]=1[I:27])[N:6]2[CH2:11][CH2:12][CH2:13][O:14]C(=O)C.C([O-])([O-])=O.[K+].[K+]. Product: [NH2:1][C:2]1[N:10]=[CH:9][N:8]=[C:7]2[C:3]=1[N:4]=[C:5]([S:18][C:19]1[CH:24]=[C:23]([O:25][CH3:26])[CH:22]=[CH:21][C:20]=1[I:27])[N:6]2[CH2:11][CH2:12][CH2:13][OH:14]. The catalyst class is: 5. (7) Reactant: [C:1]([C@@:3]1([CH:32]2[CH2:34][CH2:33]2)[CH2:7][CH2:6][N:5]([C:8]2[CH:13]=[CH:12][N:11]=[C:10]([NH:14][C:15]3[CH:27]=[CH:26][C:18]([C:19]([O:21]C(C)(C)C)=[O:20])=[C:17]([O:28][CH2:29][CH3:30])[CH:16]=3)[N:9]=2)[C:4]1=[O:31])#[N:2].[ClH:35]. Product: [ClH:35].[C:1]([C@@:3]1([CH:32]2[CH2:34][CH2:33]2)[CH2:7][CH2:6][N:5]([C:8]2[CH:13]=[CH:12][N:11]=[C:10]([NH:14][C:15]3[CH:27]=[CH:26][C:18]([C:19]([OH:21])=[O:20])=[C:17]([O:28][CH2:29][CH3:30])[CH:16]=3)[N:9]=2)[C:4]1=[O:31])#[N:2]. The catalyst class is: 13.